This data is from Full USPTO retrosynthesis dataset with 1.9M reactions from patents (1976-2016). The task is: Predict the reactants needed to synthesize the given product. (1) Given the product [CH3:16][C:11]1([CH3:17])[C:12]2[NH:13][C:14]3[C:6](=[CH:5][CH:4]=[C:3]([C:1]#[N:2])[CH:15]=3)[C:7]=2[C:8](=[O:30])[C:9]2[CH:21]=[CH:20][C:19]([N:39]3[CH2:40][CH2:41][CH:36]([N:31]4[CH2:35][CH2:34][CH2:33][CH2:32]4)[CH2:37][CH2:38]3)=[CH:18][C:10]1=2, predict the reactants needed to synthesize it. The reactants are: [C:1]([C:3]1[CH:15]=[C:14]2[C:6]([C:7]3[C:8](=[O:30])[C:9]4[CH:21]=[CH:20][C:19](OS(C(F)(F)F)(=O)=O)=[CH:18][C:10]=4[C:11]([CH3:17])([CH3:16])[C:12]=3[NH:13]2)=[CH:5][CH:4]=1)#[N:2].[N:31]1([CH:36]2[CH2:41][CH2:40][NH:39][CH2:38][CH2:37]2)[CH2:35][CH2:34][CH2:33][CH2:32]1. (2) Given the product [C:28]([S:26]([NH:25][CH:23]([C:14]1[CH:21]=[CH:20][C:19]([Cl:22])=[CH:18][C:15]=1[CH2:16][OH:17])[CH3:24])=[O:27])([CH3:31])([CH3:30])[CH3:29], predict the reactants needed to synthesize it. The reactants are: N(C(C)C)C(C)C.[Li]CCCC.I[C:14]1[CH:21]=[CH:20][C:19]([Cl:22])=[CH:18][C:15]=1[CH2:16][OH:17].[CH:23](=[N:25][S:26]([C:28]([CH3:31])([CH3:30])[CH3:29])=[O:27])[CH3:24].[NH4+].[Cl-]. (3) The reactants are: C(OC1C=CC(N2C3C(=CC=CC=3)C=C2CCO)=CC=1)C1C=CC=CC=1.C(OC1C=CC([N:41]2[C:49]3[C:44](=[CH:45][CH:46]=[CH:47][CH:48]=3)[CH:43]=[C:42]2[CH2:50][CH2:51][O:52][Si:53]([C:56]([CH3:59])([CH3:58])[CH3:57])([CH3:55])[CH3:54])=CC=1)C1C=CC=CC=1.[F-].C([N+](CCCC)(CCCC)CCCC)CCC. Given the product [Si:53]([O:52][CH2:51][CH2:50][C:42]#[C:43][C:44]1[CH:45]=[CH:46][CH:47]=[CH:48][C:49]=1[NH2:41])([C:56]([CH3:58])([CH3:59])[CH3:57])([CH3:55])[CH3:54], predict the reactants needed to synthesize it. (4) Given the product [F:10][CH2:9][CH2:8][O:11][C:12]1[N:13]=[CH:14][C:15]([C:18]([O:20][CH3:21])=[O:19])=[N:16][CH:17]=1, predict the reactants needed to synthesize it. The reactants are: C(=O)([O-])[O-].[Cs+].[Cs+].I[CH2:8][CH2:9][F:10].[OH:11][C:12]1[N:13]=[CH:14][C:15]([C:18]([O:20][CH3:21])=[O:19])=[N:16][CH:17]=1.[Cl-].[NH4+]. (5) Given the product [Cl:17][C:4]1[C:3]2[C:8](=[CH:9][C:10]([O:12][CH3:13])=[CH:11][C:2]=2[F:1])[N:7]=[CH:6][N:5]=1, predict the reactants needed to synthesize it. The reactants are: [F:1][C:2]1[CH:11]=[C:10]([O:12][CH3:13])[CH:9]=[C:8]2[C:3]=1[C:4](O)=[N:5][CH:6]=[N:7]2.S(Cl)([Cl:17])=O.CN(C=O)C. (6) Given the product [N+:1]1([O-:10])[CH:6]=[CH:5][CH:4]=[C:3]2[CH2:7][CH2:8][CH2:9][C:2]=12, predict the reactants needed to synthesize it. The reactants are: [N:1]1[CH:6]=[CH:5][CH:4]=[C:3]2[CH2:7][CH2:8][CH2:9][C:2]=12.[OH:10]O.